From a dataset of Catalyst prediction with 721,799 reactions and 888 catalyst types from USPTO. Predict which catalyst facilitates the given reaction. Reactant: [Cl:1][C:2]1[N:3]=[C:4]([N:13]2[CH2:18][CH2:17][O:16][CH2:15][CH2:14]2)[C:5]2[S:10][C:9]([CH:11]=O)=[CH:8][C:6]=2[N:7]=1.[CH3:19][N:20]1[CH2:28][CH2:27][C:23]2([CH2:26][NH:25][CH2:24]2)[CH2:22][CH2:21]1.C(O[BH-](OC(=O)C)OC(=O)C)(=O)C.[Na+].O. The catalyst class is: 26. Product: [Cl:1][C:2]1[N:3]=[C:4]([N:13]2[CH2:18][CH2:17][O:16][CH2:15][CH2:14]2)[C:5]2[S:10][C:9]([CH2:11][N:25]3[CH2:26][C:23]4([CH2:27][CH2:28][N:20]([CH3:19])[CH2:21][CH2:22]4)[CH2:24]3)=[CH:8][C:6]=2[N:7]=1.